From a dataset of Reaction yield outcomes from USPTO patents with 853,638 reactions. Predict the reaction yield, written as a fraction of the theoretical maximum amount of product (1.0 means a 100% yield; for example, 0.34 means a 34% yield). (1) The reactants are [CH3:1][O:2][C:3]1[CH:22]=[CH:21][C:6]2[CH:7]=[C:8](/[CH:10]=[CH:11]/[C:12]3[CH:17]=[CH:16][C:15]([N:18]([CH3:20])[CH3:19])=[CH:14][CH:13]=3)[O:9][C:5]=2[CH:4]=1.[C:23](=[O:26])(O)[O-].[Na+]. The catalyst is CN(C)C=O. The product is [O:26]1[CH2:23][CH2:19][N:18]([CH2:20][CH2:1][O:2][C:3]2[CH:22]=[CH:21][C:6]3[CH:7]=[C:8](/[CH:10]=[CH:11]/[C:12]4[CH:17]=[CH:16][C:15]([N:18]([CH3:19])[CH3:20])=[CH:14][CH:13]=4)[O:9][C:5]=3[CH:4]=2)[CH2:15]1. The yield is 0.910. (2) The reactants are Cl[C:2]1[N:7]=[C:6]([S:8][C:9]2[CH:10]=[C:11]3[C:16](=[C:17]([F:19])[CH:18]=2)[N:15]=[C:14]([CH3:20])[CH:13]=[CH:12]3)[N:5]=[C:4]([NH:21][C:22]2[NH:26][N:25]=[C:24]([CH3:27])[CH:23]=2)[CH:3]=1.[CH3:28][N:29]1[CH2:34][CH2:33][CH:32]([N:35]2[CH2:40][CH2:39][NH:38][CH2:37][CH2:36]2)[CH2:31][CH2:30]1.C(N(C(C)C)CC)(C)C. The catalyst is C(O)CCC. The product is [F:19][C:17]1[CH:18]=[C:9]([S:8][C:6]2[N:5]=[C:4]([NH:21][C:22]3[NH:26][N:25]=[C:24]([CH3:27])[CH:23]=3)[CH:3]=[C:2]([N:38]3[CH2:37][CH2:36][N:35]([CH:32]4[CH2:33][CH2:34][N:29]([CH3:28])[CH2:30][CH2:31]4)[CH2:40][CH2:39]3)[N:7]=2)[CH:10]=[C:11]2[C:16]=1[N:15]=[C:14]([CH3:20])[CH:13]=[CH:12]2. The yield is 0.300.